From a dataset of Reaction yield outcomes from USPTO patents with 853,638 reactions. Predict the reaction yield, written as a fraction of the theoretical maximum amount of product (1.0 means a 100% yield; for example, 0.34 means a 34% yield). (1) The reactants are [K].[CH2:2]([O:4][C:5](=[O:18])/[C:6](/[O-:17])=[CH:7]/[C:8]1[CH:13]=[CH:12][CH:11]=[CH:10][C:9]=1[N+:14]([O-:16])=[O:15])[CH3:3].[K+].[C:20]([O:23][C@@H:24]1[C@@H:30]([O:31][C:32](=[O:34])[CH3:33])[C@@H:29]([O:35][C:36](=[O:38])[CH3:37])[C@@H:28]([CH2:39][O:40][C:41](=[O:43])[CH3:42])[O:27][C@@H:25]1O)(=[O:22])[CH3:21]. The catalyst is CN(C=O)C. The product is [C:36]([O:35][C@H:29]1[C@@H:30]([O:31][C:32](=[O:34])[CH3:33])[C@H:24]([O:23][C:20](=[O:22])[CH3:21])[C@@H:25]([O:17]/[C:6](/[C:5]([O:4][CH2:2][CH3:3])=[O:18])=[CH:7]\[C:8]2[CH:13]=[CH:12][CH:11]=[CH:10][C:9]=2[N+:14]([O-:16])=[O:15])[O:27][C@H:28]1[CH2:39][O:40][C:41](=[O:43])[CH3:42])(=[O:38])[CH3:37]. The yield is 0.500. (2) The reactants are Cl.[NH2:2][CH:3]([C:15]1[CH:20]=[CH:19][C:18]([C:21]2[CH:26]=[CH:25][CH:24]=[CH:23][CH:22]=2)=[CH:17][CH:16]=1)[C:4]([NH:6][CH2:7][C:8]1[CH:13]=[CH:12][CH:11]=[C:10]([CH3:14])[CH:9]=1)=[O:5].[CH2:27]([O:29][C:30]([CH2:32][C@@H:33]([CH2:37][CH2:38][CH2:39][CH3:40])[C:34](O)=[O:35])=[O:31])[CH3:28].C(Cl)CCl.C1C=CC2N(O)N=NC=2C=1.CN1CCOCC1. The catalyst is ClCCl. The product is [CH3:14][C:10]1[CH:9]=[C:8]([CH2:7][NH:6][C:4]([CH:3]([C:15]2[CH:16]=[CH:17][C:18]([C:21]3[CH:26]=[CH:25][CH:24]=[CH:23][CH:22]=3)=[CH:19][CH:20]=2)[NH:2][C:34]([C@H:33]([CH2:37][CH2:38][CH2:39][CH3:40])[CH2:32][C:30]([O:29][CH2:27][CH3:28])=[O:31])=[O:35])=[O:5])[CH:13]=[CH:12][CH:11]=1. The yield is 0.910. (3) The reactants are [Cl:1][C:2]1[CH:3]=[C:4](B2OC(C)(C)C(C)(C)O2)[CH:5]=[C:6]([Cl:11])[C:7]=1[CH:8]([F:10])[F:9].Br[C:22]([C:24]([F:27])([F:26])[F:25])=[CH2:23].C([O-])([O-])=O.[Cs+].[Cs+]. The catalyst is C1COCC1.Cl[Pd](Cl)([P](C1C=CC=CC=1)(C1C=CC=CC=1)C1C=CC=CC=1)[P](C1C=CC=CC=1)(C1C=CC=CC=1)C1C=CC=CC=1. The product is [Cl:11][C:6]1[CH:5]=[C:4]([C:22]([C:24]([F:27])([F:26])[F:25])=[CH2:23])[CH:3]=[C:2]([Cl:1])[C:7]=1[CH:8]([F:9])[F:10]. The yield is 0.620. (4) The reactants are CO[C:3](=[O:8])[C:4]([O:6][CH3:7])=[O:5].C[O-].[Na+].[CH3:12][S:13][C:14]1[CH:19]=[CH:18][C:17]([C:20](=[O:22])[CH3:21])=[CH:16][CH:15]=1.Cl. The catalyst is C1(C)C=CC=CC=1.CCCCCC.CCOC(C)=O. The product is [OH:8]/[C:3](=[CH:21]\[C:20](=[O:22])[C:17]1[CH:18]=[CH:19][C:14]([S:13][CH3:12])=[CH:15][CH:16]=1)/[C:4]([O:6][CH3:7])=[O:5]. The yield is 0.790. (5) The reactants are Cl.[CH3:2][O:3][C:4](=[O:8])[C@H:5]([CH3:7])[NH2:6].[CH:9]1[CH:14]=[CH:13][C:12]([O:15][P:16](Cl)(Cl)=[O:17])=[CH:11][CH:10]=1.C(N(C(C)C)CC)(C)C.[C:29]([O:43][CH3:44])(=[O:42])[CH2:30][CH2:31][NH:32][C:33](=[O:41])[C@@H:34]([C:36]([CH2:39][OH:40])([CH3:38])[CH3:37])[OH:35].CN1C=CN=C1. The catalyst is ClCCl.CO. The product is [OH:35][C@H:34]([C:36]([CH3:38])([CH3:37])[CH2:39][O:40][P:16]([NH:6][C@@H:5]([CH3:7])[C:4]([O:3][CH3:2])=[O:8])([O:15][C:12]1[CH:13]=[CH:14][CH:9]=[CH:10][CH:11]=1)=[O:17])[C:33]([NH:32][CH2:31][CH2:30][C:29]([O:43][CH3:44])=[O:42])=[O:41]. The yield is 0.240. (6) The reactants are Br.[CH2:2]([C:4]1[N:5]=[C:6]([C@@H:9]([NH2:20])[CH2:10][C:11]2[CH:16]=[CH:15][C:14]([N+:17]([O-:19])=[O:18])=[CH:13][CH:12]=2)[S:7][CH:8]=1)[CH3:3].CCN(CC)CC.[CH2:28]([N:35]=[C:36]=[O:37])[C:29]1[CH:34]=[CH:33][CH:32]=[CH:31][CH:30]=1. The catalyst is C(Cl)Cl. The product is [CH2:28]([NH:35][C:36]([NH:20][C@H:9]([C:6]1[S:7][CH:8]=[C:4]([CH2:2][CH3:3])[N:5]=1)[CH2:10][C:11]1[CH:16]=[CH:15][C:14]([N+:17]([O-:19])=[O:18])=[CH:13][CH:12]=1)=[O:37])[C:29]1[CH:34]=[CH:33][CH:32]=[CH:31][CH:30]=1. The yield is 0.960. (7) The reactants are Cl.[CH3:2][NH:3][CH2:4][C:5]([C:7]1[CH:12]=[CH:11][CH:10]=[CH:9][CH:8]=1)=O.[S-:13][C:14]#[N:15].[K+].O. The catalyst is C(O)(=O)C. The product is [CH3:2][N:3]1[CH:4]=[C:5]([C:7]2[CH:12]=[CH:11][CH:10]=[CH:9][CH:8]=2)[NH:15][C:14]1=[S:13]. The yield is 0.470. (8) The reactants are [CH3:1][O:2][C:3](=[O:20])[C@H:4]([NH:12][C:13]([O:15][C:16]([CH3:19])([CH3:18])[CH3:17])=[O:14])[C:5]1[CH:10]=[CH:9][C:8]([OH:11])=[CH:7][CH:6]=1.[CH:21]1[CH:26]=[CH:25][C:24]([CH2:27][C:28]2[CH:33]=[CH:32][C:31](I)=[CH:30][CH:29]=2)=[CH:23][CH:22]=1. No catalyst specified. The product is [CH3:1][O:2][C:3](=[O:20])[C@@H:4]([C:5]1[CH:6]=[CH:7][C:8]([O:11][C:31]2[CH:32]=[CH:33][C:28]([CH2:27][C:24]3[CH:25]=[CH:26][CH:21]=[CH:22][CH:23]=3)=[CH:29][CH:30]=2)=[CH:9][CH:10]=1)[NH:12][C:13]([O:15][C:16]([CH3:17])([CH3:19])[CH3:18])=[O:14]. The yield is 0.500. (9) The reactants are [C:1]([O:5][C:6]([N:8]1[CH2:13][CH2:12][N:11]([C:14]2[CH:19]=[CH:18][CH:17]=[C:16]([C:20]3[C:28]4[C:23](=[CH:24][N:25]=[C:26](Br)[CH:27]=4)[N:22]([CH:30]4[CH2:35][CH2:34][CH2:33][CH2:32][O:31]4)[N:21]=3)[N:15]=2)[CH2:10][CH2:9]1)=[O:7])([CH3:4])([CH3:3])[CH3:2].[C:36]([O:42][CH2:43][CH3:44])(=[O:41])[CH2:37][C:38]([O-:40])=[O:39].C(=O)([O-])[O-].[Cs+].[Cs+].N1C=CC=[CH:53][C:52]=1C(O)=O. The catalyst is O1CCOCC1.[Cu]I. The product is [C:1]([O:5][C:6]([N:8]1[CH2:13][CH2:12][N:11]([C:14]2[N:15]=[C:16]([C:20]3[C:28]4[C:23](=[CH:24][N:25]=[C:26]([CH:37]([C:38]([O:40][CH2:52][CH3:53])=[O:39])[C:36]([O:42][CH2:43][CH3:44])=[O:41])[CH:27]=4)[N:22]([CH:30]4[CH2:35][CH2:34][CH2:33][CH2:32][O:31]4)[N:21]=3)[CH:17]=[CH:18][CH:19]=2)[CH2:10][CH2:9]1)=[O:7])([CH3:4])([CH3:3])[CH3:2]. The yield is 0.470. (10) The reactants are ClC([O:4][C:5](Cl)(Cl)Cl)=O.[CH2:9]([CH:27]([CH2:29][CH2:30][CH2:31][CH2:32][CH2:33][CH2:34][CH2:35][CH2:36]/[CH:37]=[CH:38]\[CH2:39]/[CH:40]=[CH:41]\[CH2:42][CH2:43][CH2:44][CH2:45][CH3:46])[OH:28])[CH2:10][CH2:11][CH2:12][CH2:13][CH2:14][CH2:15][CH2:16]/[CH:17]=[CH:18]\[CH2:19]/[CH:20]=[CH:21]\[CH2:22][CH2:23][CH2:24][CH2:25][CH3:26].N1C=CC=CC=1.[CH3:53][NH:54][CH2:55][CH2:56][CH2:57][OH:58]. The catalyst is CCOCC. The product is [OH:58][CH2:57][CH2:56][CH2:55][N:54]([CH3:53])[C:5](=[O:4])[O:28][CH:27]([CH2:29][CH2:30][CH2:31][CH2:32][CH2:33][CH2:34][CH2:35][CH2:36]/[CH:37]=[CH:38]\[CH2:39]/[CH:40]=[CH:41]\[CH2:42][CH2:43][CH2:44][CH2:45][CH3:46])[CH2:9][CH2:10][CH2:11][CH2:12][CH2:13][CH2:14][CH2:15][CH2:16]/[CH:17]=[CH:18]\[CH2:19]/[CH:20]=[CH:21]\[CH2:22][CH2:23][CH2:24][CH2:25][CH3:26]. The yield is 0.790.